This data is from Full USPTO retrosynthesis dataset with 1.9M reactions from patents (1976-2016). The task is: Predict the reactants needed to synthesize the given product. (1) Given the product [Cl:1][C:2]1[CH:7]=[C:6]([Cl:8])[CH:5]=[CH:4][C:3]=1[C@@:9]1([CH2:33][N:34]2[CH:38]=[CH:37][N:36]=[CH:35]2)[O:13][C@H:12]([CH2:14][O:15][C:16]2[CH:17]=[CH:18][C:19]([N:22]3[CH2:23][CH2:24][N:25]([C:51]([NH:50][C@@H:42]([CH2:43][C:44]4[CH:45]=[CH:46][CH:47]=[CH:48][CH:49]=4)[C:41]([O:40][CH3:39])=[O:53])=[O:52])[CH2:26][CH2:27]3)=[CH:20][CH:21]=2)[CH2:11][O:10]1, predict the reactants needed to synthesize it. The reactants are: [Cl:1][C:2]1[CH:7]=[C:6]([Cl:8])[CH:5]=[CH:4][C:3]=1[C@@:9]1([CH2:33][N:34]2[CH:38]=[CH:37][N:36]=[CH:35]2)[O:13][C@H:12]([CH2:14][O:15][C:16]2[CH:21]=[CH:20][C:19]([N:22]3[CH2:27][CH2:26][N:25](C(NCC)=O)[CH2:24][CH2:23]3)=[CH:18][CH:17]=2)[CH2:11][O:10]1.[CH3:39][O:40][C:41](=[O:53])[C@@H:42]([N:50]=[C:51]=[O:52])[CH2:43][C:44]1[CH:49]=[CH:48][CH:47]=[CH:46][CH:45]=1.C(N=C=O)C. (2) Given the product [CH:1]1([C:4]2[C:12]3[C:11]([NH2:13])=[CH:10][CH:9]=[CH:8][C:7]=3[N:6]([CH2:16][C:17]3[CH:22]=[CH:21][CH:20]=[C:19]([CH3:23])[N:18]=3)[N:5]=2)[CH2:2][CH2:3]1, predict the reactants needed to synthesize it. The reactants are: [CH:1]1([C:4]2[C:12]3[C:7](=[CH:8][CH:9]=[CH:10][C:11]=3[N+:13]([O-])=O)[N:6]([CH2:16][C:17]3[CH:22]=[CH:21][CH:20]=[C:19]([CH3:23])[N:18]=3)[N:5]=2)[CH2:3][CH2:2]1.[NH4+].[Cl-]. (3) Given the product [O:1]1[C:5]2[CH:6]=[CH:7][CH:8]=[CH:9][C:4]=2[N:3]=[C:2]1[C:10]1[CH:11]=[CH:12][C:13]([C:14]([N:36]([C@@H:33]2[CH2:34][CH2:35][C@H:31]([C:29](=[O:30])[NH:28][CH2:26][CH3:27])[CH2:32]2)[CH3:37])=[O:16])=[CH:17][CH:18]=1, predict the reactants needed to synthesize it. The reactants are: [O:1]1[C:5]2[CH:6]=[CH:7][CH:8]=[CH:9][C:4]=2[N:3]=[C:2]1[C:10]1[CH:18]=[CH:17][C:13]([C:14]([OH:16])=O)=[CH:12][CH:11]=1.FC(F)(F)C(O)=O.[CH2:26]([NH:28][C:29]([C@H:31]1[CH2:35][CH2:34][C@@H:33]([NH:36][CH3:37])[CH2:32]1)=[O:30])[CH3:27].Cl.CN(C)CCCN=C=NCC.ON1C2C=CC=CC=2N=N1.CN1CCOCC1. (4) Given the product [CH2:1]([O:8][C:9]1[C:14]([CH2:15][CH2:16][CH2:17][CH2:18][CH2:19][CH2:20][CH2:21][CH2:22][CH2:23][CH2:24][O:25][CH2:26][O:27][CH3:28])=[N:13][C:12]([O:35][CH3:37])=[CH:11][C:10]=1[CH3:30])[C:2]1[CH:7]=[CH:6][CH:5]=[CH:4][CH:3]=1, predict the reactants needed to synthesize it. The reactants are: [CH2:1]([O:8][C:9]1[C:10]([CH3:30])=[CH:11][C:12](N)=[N:13][C:14]=1[CH2:15][CH2:16][CH2:17][CH2:18][CH2:19][CH2:20][CH2:21][CH2:22][CH2:23][CH2:24][O:25][CH2:26][O:27][CH3:28])[C:2]1[CH:7]=[CH:6][CH:5]=[CH:4][CH:3]=1.N([O-])=O.[Na+].[OH-:35].[Na+].[CH3:37]I. (5) Given the product [Cl:16][C:17]1[CH:22]=[CH:21][C:20]([C:2]2[C:3]3[CH2:10][CH2:9][CH:8]([NH:11][C:12](=[O:15])[CH2:13][CH3:14])[C:4]=3[CH:5]=[N:6][CH:7]=2)=[CH:19][C:18]=1[F:26], predict the reactants needed to synthesize it. The reactants are: Br[C:2]1[C:3]2[CH2:10][CH2:9][CH:8]([NH:11][C:12](=[O:15])[CH2:13][CH3:14])[C:4]=2[CH:5]=[N:6][CH:7]=1.[Cl:16][C:17]1[CH:22]=[CH:21][C:20](B(O)O)=[CH:19][C:18]=1[F:26]. (6) Given the product [Cl:1][C:2]1[CH:3]=[C:4]2[C:9](=[C:10]([C:12]3[CH:17]=[CH:16][C:15]([O:18][CH3:19])=[C:14]([CH3:20])[CH:13]=3)[CH:11]=1)[O:8][CH:7]([C:21]([F:24])([F:22])[F:23])[C:6]([C:25]([O-:27])=[O:26])=[CH:5]2.[Na+:29], predict the reactants needed to synthesize it. The reactants are: [Cl:1][C:2]1[CH:3]=[C:4]2[C:9](=[C:10]([C:12]3[CH:17]=[CH:16][C:15]([O:18][CH3:19])=[C:14]([CH3:20])[CH:13]=3)[CH:11]=1)[O:8][CH:7]([C:21]([F:24])([F:23])[F:22])[C:6]([C:25]([OH:27])=[O:26])=[CH:5]2.[OH-].[Na+:29].